Dataset: Forward reaction prediction with 1.9M reactions from USPTO patents (1976-2016). Task: Predict the product of the given reaction. (1) Given the reactants [N:1]1([C:13]([O:15][C:16]([CH3:19])([CH3:18])[CH3:17])=[O:14])[CH2:6][CH2:5][CH:4]([CH:7]2[CH2:12][CH2:11][NH:10][CH2:9][CH2:8]2)[CH2:3][CH2:2]1.[Cl:20][C:21]1[CH:26]=[N:25][C:24](Cl)=[CH:23][N:22]=1.N12CCCN=C1CCCCC2, predict the reaction product. The product is: [C:16]([O:15][C:13]([N:1]1[CH2:6][CH2:5][CH:4]([CH:7]2[CH2:12][CH2:11][N:10]([C:24]3[CH:23]=[N:22][C:21]([Cl:20])=[CH:26][N:25]=3)[CH2:9][CH2:8]2)[CH2:3][CH2:2]1)=[O:14])([CH3:19])([CH3:18])[CH3:17]. (2) Given the reactants C1([O:6][C:7](=[O:39])[C@@H:8]([NH:15][C:16]([NH:18][CH2:19][C:20]2[CH:25]=[CH:24][CH:23]=[C:22]([NH:26][C:27](=[O:38])[CH2:28][CH2:29][CH2:30][CH2:31][CH2:32][CH2:33][C:34](=[O:37])[NH:35][OH:36])[CH:21]=2)=[O:17])[C:9]2[CH:14]=[CH:13][CH:12]=[CH:11][CH:10]=2)CCCC1.[OH-].[Na+], predict the reaction product. The product is: [OH:36][NH:35][C:34]([CH2:33][CH2:32][CH2:31][CH2:30][CH2:29][CH2:28][C:27]([NH:26][C:22]1[CH:21]=[C:20]([CH:25]=[CH:24][CH:23]=1)[CH2:19][NH:18][C:16](=[O:17])[NH:15][C@@H:8]([C:9]1[CH:14]=[CH:13][CH:12]=[CH:11][CH:10]=1)[C:7]([OH:39])=[O:6])=[O:38])=[O:37]. (3) Given the reactants C(Cl)(=O)C(Cl)=O.[Br:7][C:8]1[CH:9]=[CH:10][CH:11]=[C:12]2[C:17]=1[N:16]=[C:15]([C:18]([OH:20])=O)[CH:14]=[CH:13]2.[NH:21]1[CH2:26][CH2:25][O:24][CH2:23][CH2:22]1.CCN(CC)CC, predict the reaction product. The product is: [Br:7][C:8]1[CH:9]=[CH:10][CH:11]=[C:12]2[C:17]=1[N:16]=[C:15]([C:18]([N:21]1[CH2:26][CH2:25][O:24][CH2:23][CH2:22]1)=[O:20])[CH:14]=[CH:13]2. (4) Given the reactants [C:1]1([S:7]([N:10]2[C:14]3[N:15]=[CH:16][N:17]=[C:18]([Cl:19])[C:13]=3[CH:12]=[C:11]2I)(=[O:9])=[O:8])[CH:6]=[CH:5][CH:4]=[CH:3][CH:2]=1.[C:21]([O:25][C:26]([N:28]1[CH2:33][CH:32]=[C:31](B2OC(C)(C)C(C)(C)O2)[CH2:30][CH2:29]1)=[O:27])([CH3:24])([CH3:23])[CH3:22].C(=O)([O-])[O-].[K+].[K+], predict the reaction product. The product is: [C:21]([O:25][C:26]([N:28]1[CH2:29][CH:30]=[C:31]([C:11]2[N:10]([S:7]([C:1]3[CH:6]=[CH:5][CH:4]=[CH:3][CH:2]=3)(=[O:9])=[O:8])[C:14]3[N:15]=[CH:16][N:17]=[C:18]([Cl:19])[C:13]=3[CH:12]=2)[CH2:32][CH2:33]1)=[O:27])([CH3:24])([CH3:22])[CH3:23]. (5) The product is: [CH3:23][C:20]1([CH3:24])[CH2:21][O:22][B:17]([C:2]2[CH:3]=[CH:4][C:5](=[O:16])[N:6]([C:8]3[C:13]([C:14]#[N:15])=[CH:12][CH:11]=[CH:10][N:9]=3)[CH:7]=2)[O:18][CH2:19]1. Given the reactants Br[C:2]1[CH:3]=[CH:4][C:5](=[O:16])[N:6]([C:8]2[C:13]([C:14]#[N:15])=[CH:12][CH:11]=[CH:10][N:9]=2)[CH:7]=1.[B:17]1([B:17]2[O:22][CH2:21][C:20]([CH3:24])([CH3:23])[CH2:19][O:18]2)[O:22][CH2:21][C:20]([CH3:24])([CH3:23])[CH2:19][O:18]1.C([O-])(=O)C.[K+].[OH-].[Na+], predict the reaction product. (6) Given the reactants [F:1][C:2]1[C:3]([NH:21][C:22]2[CH:26]=[C:25]([O:27][CH:28]([CH3:30])[CH3:29])[NH:24][N:23]=2)=[N:4][C:5]([NH:10][C@H:11]([C:14]2[CH:19]=[CH:18][C:17]([F:20])=[CH:16][CH:15]=2)[CH2:12][OH:13])=[C:6]([CH:9]=1)[C:7]#[N:8].[OH-:31].[K+].OO, predict the reaction product. The product is: [F:1][C:2]1[C:3]([NH:21][C:22]2[CH:26]=[C:25]([O:27][CH:28]([CH3:30])[CH3:29])[NH:24][N:23]=2)=[N:4][C:5]([NH:10][C@H:11]([C:14]2[CH:19]=[CH:18][C:17]([F:20])=[CH:16][CH:15]=2)[CH2:12][OH:13])=[C:6]([CH:9]=1)[C:7]([NH2:8])=[O:31].